Task: Regression. Given a peptide amino acid sequence and an MHC pseudo amino acid sequence, predict their binding affinity value. This is MHC class I binding data.. Dataset: Peptide-MHC class I binding affinity with 185,985 pairs from IEDB/IMGT (1) The binding affinity (normalized) is 0.358. The peptide sequence is GLESIEQNL. The MHC is HLA-A02:03 with pseudo-sequence HLA-A02:03. (2) The peptide sequence is TITTFIPISA. The MHC is HLA-A02:06 with pseudo-sequence HLA-A02:06. The binding affinity (normalized) is 0.216. (3) The peptide sequence is TVKPGNFNK. The MHC is HLA-A31:01 with pseudo-sequence HLA-A31:01. The binding affinity (normalized) is 0.656. (4) The MHC is HLA-A33:01 with pseudo-sequence HLA-A33:01. The binding affinity (normalized) is 0.184. The peptide sequence is IAHINTLIQY. (5) The peptide sequence is NTFVNFNSVK. The MHC is HLA-A31:01 with pseudo-sequence HLA-A31:01. The binding affinity (normalized) is 0.314. (6) The peptide sequence is TMDGDKLSKL. The MHC is HLA-A02:01 with pseudo-sequence HLA-A02:01. The binding affinity (normalized) is 0. (7) The peptide sequence is FLKENKLNK. The MHC is HLA-A03:01 with pseudo-sequence HLA-A03:01. The binding affinity (normalized) is 0.540. (8) The peptide sequence is SQMPPQKIM. The MHC is HLA-B57:01 with pseudo-sequence HLA-B57:01. The binding affinity (normalized) is 0.0847. (9) The binding affinity (normalized) is 0.0847. The peptide sequence is IVDCLTEMYY. The MHC is HLA-A24:02 with pseudo-sequence HLA-A24:02. (10) The peptide sequence is LVFRFSEV. The MHC is H-2-Kb with pseudo-sequence H-2-Kb. The binding affinity (normalized) is 0.920.